Dataset: Reaction yield outcomes from USPTO patents with 853,638 reactions. Task: Predict the reaction yield, written as a fraction of the theoretical maximum amount of product (1.0 means a 100% yield; for example, 0.34 means a 34% yield). (1) The reactants are [S:1]1[CH:5]=[CH:4][C:3]([CH2:6][OH:7])=[CH:2]1.Cl[C:9]1[N:14]=[C:13]([N:15]2[CH2:20][CH2:19][NH:18][CH2:17][CH2:16]2)[CH:12]=[N:11][CH:10]=1. No catalyst specified. The product is [S:1]1[CH:5]=[CH:4][C:3]([CH2:6][O:7][C:9]2[CH:10]=[N:11][CH:12]=[C:13]([N:15]3[CH2:16][CH2:17][NH:18][CH2:19][CH2:20]3)[N:14]=2)=[CH:2]1. The yield is 0.640. (2) The reactants are Cl[C:2]1[CH:3]=[CH:4][C:5]([N+:10]([O-:12])=[O:11])=[C:6]([O:8][CH3:9])[CH:7]=1.P([O-])(OCC)[O:14]CC.CC1(C)C2C(=C(P(C3C=CC=CC=3)C3C=CC=CC=3)C=CC=2)OC2[C:25]([P:29]([C:36]3C=CC=CC=3)C3C=CC=CC=3)=CC=CC1=2.P([O-])([O-])([O-])=O.[K+].[K+].[K+]. The catalyst is CN(C=O)C.C([O-])(=O)C.[Pd+2].C([O-])(=O)C. The product is [CH3:9][O:8][C:6]1[CH:7]=[C:2]([P:29](=[O:14])([CH3:36])[CH3:25])[CH:3]=[CH:4][C:5]=1[N+:10]([O-:12])=[O:11]. The yield is 0.330. (3) The reactants are [Cl:1][C:2]1[CH:6]=[N:5][N:4]([CH3:7])[C:3]=1[C:8]1[CH:9]=[C:10]([NH2:16])[CH:11]=[CH:12][C:13]=1[O:14][CH3:15].[Br:17][C:18]1[CH:23]=[CH:22][C:21]([N:24]=[C:25]=[O:26])=[CH:20][CH:19]=1. No catalyst specified. The product is [Br:17][C:18]1[CH:23]=[CH:22][C:21]([NH:24][C:25]([NH:16][C:10]2[CH:11]=[CH:12][C:13]([O:14][CH3:15])=[C:8]([C:3]3[N:4]([CH3:7])[N:5]=[CH:6][C:2]=3[Cl:1])[CH:9]=2)=[O:26])=[CH:20][CH:19]=1. The yield is 0.0600. (4) The reactants are [C:1]([N:5]([C:29](=[O:38])[C:30]1[CH:35]=[C:34]([CH3:36])[CH:33]=[C:32]([CH3:37])[CH:31]=1)[NH:6][C:7]([C:9]1[CH:27]=[CH:26][C:12]2[O:13][CH2:14][CH:15]([CH2:17][O:18][Si](C(C)(C)C)(C)C)[O:16][C:11]=2[C:10]=1[CH3:28])=[O:8])([CH3:4])([CH3:3])[CH3:2].[F-].C([N+](CCCC)(CCCC)CCCC)CCC. The catalyst is C1COCC1. The product is [C:1]([N:5]([C:29](=[O:38])[C:30]1[CH:31]=[C:32]([CH3:37])[CH:33]=[C:34]([CH3:36])[CH:35]=1)[NH:6][C:7]([C:9]1[CH:27]=[CH:26][C:12]2[O:13][CH2:14][CH:15]([CH2:17][OH:18])[O:16][C:11]=2[C:10]=1[CH3:28])=[O:8])([CH3:4])([CH3:3])[CH3:2]. The yield is 1.00. (5) The reactants are [Br:1][C:2]1[CH:3]=[CH:4][C:5]([OH:11])=[C:6]([C:8](=[O:10])[CH3:9])[CH:7]=1.[F:12][C:13]1[CH:14]=[C:15]([CH:18]=[CH:19][CH:20]=1)[CH:16]=O. The catalyst is C(O)C.O. The product is [Br:1][C:2]1[CH:7]=[C:6]2[C:5](=[CH:4][CH:3]=1)[O:11][CH:16]([C:15]1[CH:18]=[CH:19][CH:20]=[C:13]([F:12])[CH:14]=1)[CH2:9][C:8]2=[O:10]. The yield is 0.0370.